Dataset: Forward reaction prediction with 1.9M reactions from USPTO patents (1976-2016). Task: Predict the product of the given reaction. (1) The product is: [Cl:29][C:24]1[CH:23]=[C:22]([NH:21][C:11]2[C:10]3[C:15](=[CH:16][C:17]([O:18][CH2:19][CH3:20])=[C:8]([NH:7][C:5](=[O:6])/[CH:4]=[CH:3]/[CH2:2][N:46]4[CH2:45][C@H:44]5[O:39][CH2:40][CH2:41][O:42][C@H:43]5[CH2:47]4)[CH:9]=3)[N:14]=[CH:13][N:12]=2)[CH:27]=[CH:26][C:25]=1[F:28]. Given the reactants Br[CH2:2]/[CH:3]=[CH:4]/[C:5]([NH:7][C:8]1[CH:9]=[C:10]2[C:15](=[CH:16][C:17]=1[O:18][CH2:19][CH3:20])[N:14]=[CH:13][N:12]=[C:11]2[NH:21][C:22]1[CH:27]=[CH:26][C:25]([F:28])=[C:24]([Cl:29])[CH:23]=1)=[O:6].C(N(C(C)C)CC)(C)C.[O:39]1[C@H:44]2[CH2:45][NH:46][CH2:47][C@H:43]2[O:42][CH2:41][CH2:40]1.O, predict the reaction product. (2) Given the reactants [Br:1][C:2]1[CH:3]=[C:4]2[C:9](=[CH:10][CH:11]=1)[C:8](=[O:12])[NH:7][CH:6]=[CH:5]2.C(=O)([O-])[O-].[K+].[K+].Br[CH2:20][C:21]([CH3:32])([CH3:31])[CH2:22][O:23][Si:24]([C:27]([CH3:30])([CH3:29])[CH3:28])([CH3:26])[CH3:25], predict the reaction product. The product is: [Br:1][C:2]1[CH:3]=[C:4]2[C:9](=[CH:10][CH:11]=1)[C:8](=[O:12])[N:7]([CH2:20][C:21]([CH3:32])([CH3:31])[CH2:22][O:23][Si:24]([C:27]([CH3:30])([CH3:29])[CH3:28])([CH3:25])[CH3:26])[CH:6]=[CH:5]2. (3) Given the reactants [CH:1]1([C@@H:7]([C:11]2[C:12]([NH2:28])=[N:13][C:14]3[C:19]([CH:20]=2)=[CH:18][C:17]([O:21][C:22]2[CH:27]=[CH:26][CH:25]=[CH:24][CH:23]=2)=[CH:16][CH:15]=3)[CH2:8][CH:9]=[CH2:10])[CH2:6][CH2:5][CH2:4][CH2:3][CH2:2]1.B1C2CCCC1CCC2.[OH-:38].[Na+].OO, predict the reaction product. The product is: [NH2:28][C:12]1[C:11]([C@H:7]([CH:1]2[CH2:6][CH2:5][CH2:4][CH2:3][CH2:2]2)[CH2:8][CH2:9][CH2:10][OH:38])=[CH:20][C:19]2[C:14](=[CH:15][CH:16]=[C:17]([O:21][C:22]3[CH:27]=[CH:26][CH:25]=[CH:24][CH:23]=3)[CH:18]=2)[N:13]=1. (4) Given the reactants [CH3:1][Si:2]([CH3:29])([CH3:28])[CH2:3][CH2:4][O:5][CH2:6][N:7]1[C:11]2=[N:12][CH:13]=[CH:14][C:15]([C:16]3[CH:17]=[N:18][N:19]([C:21]4([CH2:25][C:26]#[N:27])[CH2:24][NH:23][CH2:22]4)[CH:20]=3)=[C:10]2[CH:9]=[CH:8]1.O=[C:31]1[CH2:36][CH2:35][N:34](C(OC(C)(C)C)=O)[CH2:33][CH2:32]1.C(N(CC)C(C)C)(C)C.C(O[BH-](OC(=O)C)OC(=O)C)(=O)C.[Na+].[ClH:67].O1CCOCC1, predict the reaction product. The product is: [ClH:67].[ClH:67].[ClH:67].[NH:34]1[CH2:35][CH2:36][CH:31]([N:23]2[CH2:22][C:21]([CH2:25][C:26]#[N:27])([N:19]3[CH:20]=[C:16]([C:15]4[CH:14]=[CH:13][N:12]=[C:11]5[N:7]([CH2:6][O:5][CH2:4][CH2:3][Si:2]([CH3:28])([CH3:1])[CH3:29])[CH:8]=[CH:9][C:10]=45)[CH:17]=[N:18]3)[CH2:24]2)[CH2:32][CH2:33]1. (5) Given the reactants [CH2:1]([O:3][C:4](=[O:15])[CH2:5][C@H:6]1[CH2:11][CH2:10][C@H:9]([C:12](O)=[O:13])[CH2:8][CH2:7]1)[CH3:2], predict the reaction product. The product is: [OH:13][CH2:12][C@H:9]1[CH2:10][CH2:11][C@H:6]([CH2:5][C:4]([O:3][CH2:1][CH3:2])=[O:15])[CH2:7][CH2:8]1. (6) Given the reactants [CH3:1][O:2][C:3]([C:5]1[O:6][C:7]([CH2:10][O:11][C:12]2[N:13]([C:48]3[CH:53]=[CH:52][CH:51]=[CH:50][CH:49]=3)[N:14]=[C:15]([C:17](=[O:47])[NH:18][C@H:19]([C:29]([N:31]3[CH2:36][CH2:35][N:34]([C:37]4[CH:42]=[CH:41][CH:40]=[C:39]([C:43]([F:46])([F:45])[F:44])[CH:38]=4)[CH2:33][CH2:32]3)=[O:30])[CH2:20][CH2:21][C:22]([O:24]C(C)(C)C)=[O:23])[CH:16]=2)=[CH:8][CH:9]=1)=[O:4], predict the reaction product. The product is: [CH3:1][O:2][C:3]([C:5]1[O:6][C:7]([CH2:10][O:11][C:12]2[N:13]([C:48]3[CH:53]=[CH:52][CH:51]=[CH:50][CH:49]=3)[N:14]=[C:15]([C:17](=[O:47])[NH:18][C@H:19]([C:29]([N:31]3[CH2:32][CH2:33][N:34]([C:37]4[CH:42]=[CH:41][CH:40]=[C:39]([C:43]([F:46])([F:44])[F:45])[CH:38]=4)[CH2:35][CH2:36]3)=[O:30])[CH2:20][CH2:21][C:22]([OH:24])=[O:23])[CH:16]=2)=[CH:8][CH:9]=1)=[O:4].